Dataset: Reaction yield outcomes from USPTO patents with 853,638 reactions. Task: Predict the reaction yield, written as a fraction of the theoretical maximum amount of product (1.0 means a 100% yield; for example, 0.34 means a 34% yield). The reactants are Br[C:2]1[CH:20]=[CH:19][C:5]([O:6][CH2:7][CH:8]2[CH2:13][CH2:12][N:11]([CH2:14][C:15]([F:18])([CH3:17])[CH3:16])[CH2:10][CH2:9]2)=[CH:4][CH:3]=1.[F:21][C:22]1[CH:27]=[C:26]([C:28]([O:30][CH3:31])=[O:29])[CH:25]=[CH:24][C:23]=1B(O)O.C([O-])([O-])=O.[Cs+].[Cs+]. The catalyst is C1C=CC(P(C2C=CC=CC=2)[C-]2C=CC=C2)=CC=1.C1C=CC(P(C2C=CC=CC=2)[C-]2C=CC=C2)=CC=1.Cl[Pd]Cl.[Fe+2].O. The product is [F:21][C:22]1[CH:27]=[C:26]([C:28]([O:30][CH3:31])=[O:29])[CH:25]=[CH:24][C:23]=1[C:2]1[CH:20]=[CH:19][C:5]([O:6][CH2:7][CH:8]2[CH2:13][CH2:12][N:11]([CH2:14][C:15]([F:18])([CH3:17])[CH3:16])[CH2:10][CH2:9]2)=[CH:4][CH:3]=1. The yield is 0.520.